Dataset: Forward reaction prediction with 1.9M reactions from USPTO patents (1976-2016). Task: Predict the product of the given reaction. (1) Given the reactants [Cl:1][C:2]1[C:3]2[CH2:10][C:9](=[O:11])[NH:8][C:4]=2[N:5]=[CH:6][N:7]=1.C[Si](C)(C)[N-][Si](C)(C)C.[Li+].[CH2:22](I)[CH3:23], predict the reaction product. The product is: [Cl:1][C:2]1[C:3]2[CH:10]([CH2:22][CH3:23])[C:9](=[O:11])[NH:8][C:4]=2[N:5]=[CH:6][N:7]=1. (2) Given the reactants [N:1]1([CH2:6][CH2:7][N:8]2[CH2:13][CH2:12][N:11]([C:14]3[N:19]=[CH:18][N:17]=[C:16]([NH2:20])[CH:15]=3)[CH2:10][CH2:9]2)[CH2:5][CH2:4][CH2:3][CH2:2]1.[H-].[Na+].Cl[C:24]1[S:25][C:26]([C:29]#[N:30])=[CH:27][N:28]=1, predict the reaction product. The product is: [N:1]1([CH2:6][CH2:7][N:8]2[CH2:13][CH2:12][N:11]([C:14]3[N:19]=[CH:18][N:17]=[C:16]([NH:20][C:24]4[S:25][C:26]([C:29]#[N:30])=[CH:27][N:28]=4)[CH:15]=3)[CH2:10][CH2:9]2)[CH2:5][CH2:4][CH2:3][CH2:2]1. (3) Given the reactants [NH2:1][C:2]1[CH:7]=[CH:6][CH:5]=[C:4]([CH3:8])[CH:3]=1.[CH2:9]([O:11][C:12](=[O:26])[CH:13]([C:18](=O)[C:19]1[CH:24]=[CH:23][CH:22]=[CH:21][CH:20]=1)[CH2:14][C:15](=O)[CH3:16])[CH3:10].CC1C=CC(S(O)(=O)=O)=CC=1, predict the reaction product. The product is: [CH2:9]([O:11][C:12]([C:13]1[CH:14]=[C:15]([CH3:16])[N:1]([C:2]2[CH:3]=[C:4]([CH3:8])[CH:5]=[CH:6][CH:7]=2)[C:18]=1[C:19]1[CH:20]=[CH:21][CH:22]=[CH:23][CH:24]=1)=[O:26])[CH3:10]. (4) Given the reactants Br[C:2]1[CH:6]=[C:5]([CH:7]2[CH2:12][C:11]([CH3:26])([S:13]([C:16]3[CH:21]=[CH:20][CH:19]=[C:18]([C:22]([F:25])([F:24])[F:23])[CH:17]=3)(=[O:15])=[O:14])[CH2:10][CH2:9][O:8]2)[N:4]([CH3:27])[N:3]=1.[CH:28]1(B(O)O)[CH2:30][CH2:29]1.C([O-])([O-])=O.[Cs+].[Cs+], predict the reaction product. The product is: [CH:28]1([C:2]2[CH:6]=[C:5]([CH:7]3[CH2:12][C:11]([CH3:26])([S:13]([C:16]4[CH:21]=[CH:20][CH:19]=[C:18]([C:22]([F:25])([F:24])[F:23])[CH:17]=4)(=[O:15])=[O:14])[CH2:10][CH2:9][O:8]3)[N:4]([CH3:27])[N:3]=2)[CH2:30][CH2:29]1. (5) Given the reactants [NH2:1][C:2]1[CH:7]=[C:6]([C:8]([OH:18])([CH3:17])[CH2:9][C:10]2[CH:15]=[CH:14][CH:13]=[CH:12][C:11]=2[CH3:16])[CH:5]=[CH:4][N:3]=1.[C:19]([N:27]=C=O)(=[O:26])C1C=CC=CC=1.C(O)C.C(=O)([O-])[O-].[K+].[K+], predict the reaction product. The product is: [OH:18][C:8]([C:6]1[CH:5]=[CH:4][N:3]=[C:2]([NH:1][C:19]([NH2:27])=[O:26])[CH:7]=1)([CH3:17])[CH2:9][C:10]1[CH:15]=[CH:14][CH:13]=[CH:12][C:11]=1[CH3:16].